Task: Regression. Given a peptide amino acid sequence and an MHC pseudo amino acid sequence, predict their binding affinity value. This is MHC class II binding data.. Dataset: Peptide-MHC class II binding affinity with 134,281 pairs from IEDB (1) The peptide sequence is NLYKLHGGHVSCRVKHHHHHH. The MHC is DRB3_0101 with pseudo-sequence DRB3_0101. The binding affinity (normalized) is 0. (2) The peptide sequence is SQWGWCGSTDEYCSP. The MHC is DRB1_0301 with pseudo-sequence DRB1_0301. The binding affinity (normalized) is 0. (3) The peptide sequence is VLLAFNCHERPYDLD. The MHC is DRB1_0401 with pseudo-sequence DRB1_0401. The binding affinity (normalized) is 0.182. (4) The peptide sequence is VGNVAWMHVLAAKYI. The MHC is DRB1_0401 with pseudo-sequence DRB1_0401. The binding affinity (normalized) is 0.506. (5) The peptide sequence is SVRIRVRSGGHDYEG. The MHC is DRB1_1101 with pseudo-sequence DRB1_1101. The binding affinity (normalized) is 0.400. (6) The peptide sequence is ALFYKLDVVPID. The MHC is DRB1_1101 with pseudo-sequence DRB1_1101. The binding affinity (normalized) is 0.434. (7) The peptide sequence is GELQEVDKIDAAFKI. The MHC is DRB1_0401 with pseudo-sequence DRB1_0401. The binding affinity (normalized) is 0.615. (8) The peptide sequence is IPVMAYLVGLFAWVL. The MHC is DRB1_1302 with pseudo-sequence DRB1_1302. The binding affinity (normalized) is 0.268. (9) The peptide sequence is YVYEPFPKEVWEQIF. The MHC is HLA-DPA10103-DPB10201 with pseudo-sequence HLA-DPA10103-DPB10201. The binding affinity (normalized) is 0.575.